From a dataset of Catalyst prediction with 721,799 reactions and 888 catalyst types from USPTO. Predict which catalyst facilitates the given reaction. (1) Reactant: [OH:1][CH2:2][CH2:3][C:4]1[O:5][C:6]2[CH:12]=[CH:11][C:10]([C:13]3[CH:14]=[C:15]([CH:18]=[CH:19][CH:20]=3)[C:16]#[N:17])=[CH:9][C:7]=2[CH:8]=1.C(N(CC)CC)C.[CH3:28][S:29](Cl)(=[O:31])=[O:30]. Product: [CH3:28][S:29]([O:1][CH2:2][CH2:3][C:4]1[O:5][C:6]2[CH:12]=[CH:11][C:10]([C:13]3[CH:20]=[CH:19][CH:18]=[C:15]([C:16]#[N:17])[CH:14]=3)=[CH:9][C:7]=2[CH:8]=1)(=[O:31])=[O:30]. The catalyst class is: 2. (2) Reactant: [C:1]([CH:3]1[C:8](=O)[CH2:7][CH2:6][N:5]([C:10]([O:12][C:13]([CH3:16])([CH3:15])[CH3:14])=[O:11])[CH2:4]1)#[N:2].[O:17]([C:24]1[CH:29]=[CH:28][C:27]([NH:30][CH2:31][C:32]#[N:33])=[CH:26][CH:25]=1)[C:18]1[CH:23]=[CH:22][CH:21]=[CH:20][CH:19]=1.CC1C=CC(S(O)(=O)=O)=CC=1. Product: [C:1]([C:3]1[CH2:4][N:5]([C:10]([O:12][C:13]([CH3:16])([CH3:15])[CH3:14])=[O:11])[CH2:6][CH2:7][C:8]=1[N:30]([CH2:31][C:32]#[N:33])[C:27]1[CH:26]=[CH:25][C:24]([O:17][C:18]2[CH:23]=[CH:22][CH:21]=[CH:20][CH:19]=2)=[CH:29][CH:28]=1)#[N:2]. The catalyst class is: 11.